This data is from Full USPTO retrosynthesis dataset with 1.9M reactions from patents (1976-2016). The task is: Predict the reactants needed to synthesize the given product. (1) Given the product [N+:10]([C:8]1[CH:7]=[N:6][C:5]2[NH:13][C:14]3[CH:19]=[CH:18][CH:17]=[CH:16][C:15]=3[O:20][C:4]=2[CH:9]=1)([O-:12])=[O:11], predict the reactants needed to synthesize it. The reactants are: [N+]([C:4]1[C:5]([NH:13][C:14]2[CH:19]=[CH:18][CH:17]=[CH:16][C:15]=2[OH:20])=[N:6][CH:7]=[C:8]([N+:10]([O-:12])=[O:11])[CH:9]=1)([O-])=O.C([O-])([O-])=O.[K+].[K+]. (2) Given the product [F:15][C:16]1[CH:17]=[CH:18][C:19]([CH:22]([C:24]2[CH:29]=[CH:28][C:27]([C:30]([F:31])([F:32])[F:33])=[CH:26][CH:25]=2)[O:1][C:2]2[CH:11]=[CH:10][C:9]([N+:12]([O-:14])=[O:13])=[CH:8][C:3]=2[C:4]([O:6][CH3:7])=[O:5])=[CH:20][CH:21]=1, predict the reactants needed to synthesize it. The reactants are: [OH:1][C:2]1[CH:11]=[CH:10][C:9]([N+:12]([O-:14])=[O:13])=[CH:8][C:3]=1[C:4]([O:6][CH3:7])=[O:5].[F:15][C:16]1[CH:21]=[CH:20][C:19]([CH:22]([C:24]2[CH:29]=[CH:28][C:27]([C:30]([F:33])([F:32])[F:31])=[CH:26][CH:25]=2)O)=[CH:18][CH:17]=1.C1(C)C=CC=CC=1.C1(P(C2C=CC=CC=2)C2C=CC=CC=2)C=CC=CC=1. (3) Given the product [OH:11][CH2:10][CH2:9][CH2:8][CH2:7][CH2:6][S:3]([NH:2][CH3:1])(=[O:5])=[O:4], predict the reactants needed to synthesize it. The reactants are: [CH3:1][NH:2][S:3]([CH2:6][CH2:7][CH2:8][CH2:9][C:10](O)=[O:11])(=[O:5])=[O:4].B.CO. (4) Given the product [F:1][C:2]1[CH:12]=[CH:11][C:5]2[NH:6][CH2:7][CH2:8][S:9][C:4]=2[C:3]=1[F:13], predict the reactants needed to synthesize it. The reactants are: [F:1][C:2]1[CH:12]=[CH:11][C:5]2[NH:6][C:7](=O)[CH2:8][S:9][C:4]=2[C:3]=1[F:13].[Li]. (5) Given the product [O:52]=[C:51]([N:53]1[CH2:54][CH2:55][N:56]([C:59](=[O:70])[C:60]2[CH:65]=[CH:64][CH:63]=[CH:62][C:61]=2[C:66]([F:69])([F:68])[F:67])[CH2:57][CH2:58]1)[CH2:50][NH:49][C:24]([C:21]1[CH:20]=[C:19]([C:17]2[CH:16]=[CH:15][C:14]3[O:10][CH2:11][O:12][C:13]=3[CH:18]=2)[NH:23][N:22]=1)=[O:26], predict the reactants needed to synthesize it. The reactants are: CCN(C(C)C)C(C)C.[O:10]1[C:14]2[CH:15]=[CH:16][C:17]([C:19]3[NH:23][N:22]=[C:21]([C:24]([OH:26])=O)[CH:20]=3)=[CH:18][C:13]=2[O:12][CH2:11]1.C1C=CC2N(O)N=NC=2C=1.CCN=C=NCCCN(C)C.Cl.[NH2:49][CH2:50][C:51]([N:53]1[CH2:58][CH2:57][N:56]([C:59](=[O:70])[C:60]2[CH:65]=[CH:64][CH:63]=[CH:62][C:61]=2[C:66]([F:69])([F:68])[F:67])[CH2:55][CH2:54]1)=[O:52]. (6) Given the product [OH:8][N:9]1[C:14]2[N:15]=[CH:16][N:17]=[C:18]([CH3:19])[C:13]=2[C:12]([NH:20][CH2:21][C:22]2[CH:23]=[N:24][CH:25]=[CH:26][C:27]=2[C:28]([F:31])([F:30])[F:29])=[CH:11][C:10]1=[O:32], predict the reactants needed to synthesize it. The reactants are: C([O:8][N:9]1[C:14]2[N:15]=[CH:16][N:17]=[C:18]([CH3:19])[C:13]=2[C:12]([NH:20][CH2:21][C:22]2[CH:23]=[N:24][CH:25]=[CH:26][C:27]=2[C:28]([F:31])([F:30])[F:29])=[CH:11][C:10]1=[O:32])C1C=CC=CC=1.CO.[H][H]. (7) Given the product [I-:32].[Cl:1][C:2]1[CH:3]=[CH:4][C:5]2[NH:11][C:10]3[CH:12]=[CH:13][CH:14]=[CH:15][C:9]=3[C:8]([N:16]3[CH2:17][CH2:18][N:19]([C:22]([C:24]4[CH2:25][N:26]([CH3:31])[CH:27]=[CH:28][CH:29]=4)=[O:23])[CH2:20][CH2:21]3)=[N:7][C:6]=2[CH:30]=1, predict the reactants needed to synthesize it. The reactants are: [Cl:1][C:2]1[CH:3]=[CH:4][C:5]2[NH:11][C:10]3[CH:12]=[CH:13][CH:14]=[CH:15][C:9]=3[C:8]([N:16]3[CH2:21][CH2:20][N:19]([C:22]([C:24]4[CH:25]=[N:26][CH:27]=[CH:28][CH:29]=4)=[O:23])[CH2:18][CH2:17]3)=[N:7][C:6]=2[CH:30]=1.[CH3:31][I:32].